Dataset: Full USPTO retrosynthesis dataset with 1.9M reactions from patents (1976-2016). Task: Predict the reactants needed to synthesize the given product. (1) Given the product [F:1][C:2]1[CH:7]=[CH:6][C:5]([O:8][C:11]([CH3:18])([CH3:17])[C:12]([O:14][CH2:15][CH3:16])=[O:13])=[C:4]([CH3:9])[CH:3]=1, predict the reactants needed to synthesize it. The reactants are: [F:1][C:2]1[CH:7]=[CH:6][C:5]([OH:8])=[C:4]([CH3:9])[CH:3]=1.Br[C:11]([CH3:18])([CH3:17])[C:12]([O:14][CH2:15][CH3:16])=[O:13].C(=O)([O-])[O-].[K+].[K+].CS(C)=O. (2) Given the product [F:52][C:53]1([F:58])[CH2:57][CH2:56][N:55]([C:25]([C:10]2[CH:11]=[C:12]([C:14]([NH:15][CH2:16][C:17]3[CH:22]=[N:21][C:20]([CH3:23])=[N:19][CH:18]=3)=[O:24])[CH:13]=[C:8]([C:5]3[CH:6]=[CH:7][C:2]([CH3:1])=[CH:3][CH:4]=3)[CH:9]=2)=[O:27])[CH2:54]1, predict the reactants needed to synthesize it. The reactants are: [CH3:1][C:2]1[CH:7]=[CH:6][C:5]([C:8]2[CH:13]=[C:12]([C:14](=[O:24])[NH:15][CH2:16][C:17]3[CH:18]=[N:19][C:20]([CH3:23])=[N:21][CH:22]=3)[CH:11]=[C:10]([C:25]([OH:27])=O)[CH:9]=2)=[CH:4][CH:3]=1.Cl.CN(C)CCCN=C=NCC.O.ON1C2C=CC=CC=2N=N1.Cl.[F:52][C:53]1([F:58])[CH2:57][CH2:56][NH:55][CH2:54]1.C(N(CC)C(C)C)(C)C. (3) Given the product [F:1][C:2]1[CH:7]=[CH:6][C:5]([C:8]2[N:9]=[C:10]3[CH:15]=[CH:14][C:13]([N:16]4[CH2:17][CH2:18][N:19]([CH3:22])[CH2:20][CH2:21]4)=[N:12][N:11]3[C:23]=2[C:24]2[CH:29]=[CH:28][N:27]=[C:26]([N:32]([CH3:33])[CH3:31])[CH:25]=2)=[CH:4][CH:3]=1, predict the reactants needed to synthesize it. The reactants are: [F:1][C:2]1[CH:7]=[CH:6][C:5]([C:8]2[N:9]=[C:10]3[CH:15]=[CH:14][C:13]([N:16]4[CH2:21][CH2:20][N:19]([CH3:22])[CH2:18][CH2:17]4)=[N:12][N:11]3[C:23]=2[C:24]2[CH:29]=[CH:28][N:27]=[C:26](F)[CH:25]=2)=[CH:4][CH:3]=1.[CH3:31][NH:32][CH3:33]. (4) The reactants are: [F:1][C:2]1[CH:3]=[CH:4][C:5]([O:21][C:22]2[CH:27]=[CH:26][C:25]([F:28])=[CH:24][CH:23]=2)=[C:6]([NH:8][S:9]([C:12]2[CH:20]=[CH:19][C:15]([C:16](O)=[O:17])=[CH:14][CH:13]=2)(=[O:11])=[O:10])[CH:7]=1.[C:29]([O:33][C:34]([N:36]1[CH2:41][CH2:40][CH:39]([CH2:42][CH2:43][NH:44][C:45](=[O:48])[CH2:46][NH2:47])[CH2:38][CH2:37]1)=[O:35])([CH3:32])([CH3:31])[CH3:30]. Given the product [C:29]([O:33][C:34]([N:36]1[CH2:41][CH2:40][CH:39]([CH2:42][CH2:43][NH:44][C:45](=[O:48])[CH2:46][NH:47][C:16](=[O:17])[C:15]2[CH:19]=[CH:20][C:12]([S:9](=[O:10])(=[O:11])[NH:8][C:6]3[CH:7]=[C:2]([F:1])[CH:3]=[CH:4][C:5]=3[O:21][C:22]3[CH:27]=[CH:26][C:25]([F:28])=[CH:24][CH:23]=3)=[CH:13][CH:14]=2)[CH2:38][CH2:37]1)=[O:35])([CH3:31])([CH3:30])[CH3:32], predict the reactants needed to synthesize it. (5) Given the product [CH3:18][NH:6][C:5]1[CH:7]=[CH:8][C:9]([O:11][C:12]([F:13])([F:14])[F:15])=[CH:10][C:4]=1[N+:1]([O-:3])=[O:2], predict the reactants needed to synthesize it. The reactants are: [N+:1]([C:4]1[CH:10]=[C:9]([O:11][C:12]([F:15])([F:14])[F:13])[CH:8]=[CH:7][C:5]=1[NH2:6])([O-:3])=[O:2].[H-].[Na+].[CH3:18]I.[Cl-].[NH4+]. (6) Given the product [F:14][C:13]1[C:8]([O:6][CH2:3][C:4]#[CH:5])=[N:9][CH:10]=[C:11]([F:15])[CH:12]=1, predict the reactants needed to synthesize it. The reactants are: [H-].[Na+].[CH2:3]([OH:6])[C:4]#[CH:5].F[C:8]1[C:13]([F:14])=[CH:12][C:11]([F:15])=[CH:10][N:9]=1.O. (7) The reactants are: [F:1][C:2]1[CH:3]=[C:4]([C:8]2[N:16]3[C:11]([CH:12]([OH:18])[CH2:13][CH:14](C)[CH2:15]3)=[C:10]3[N:19]([CH3:26])[C:20](=[O:25])[N:21]([CH3:24])[C:22](=[O:23])[C:9]=23)[CH:5]=[CH:6][CH:7]=1.Br[CH2:28]C(C)CC(OC)=O.S[C@@H](C)CN1C(C2C=CC=CC=2)=C2C(N(C)C(=O)N(C)C2=O)=C1. Given the product [F:1][C:2]1[CH:3]=[C:4]([C:8]2[N:16]3[C:11]([CH:12]([OH:18])[CH:13]([CH3:28])[CH2:14][CH2:15]3)=[C:10]3[N:19]([CH3:26])[C:20](=[O:25])[N:21]([CH3:24])[C:22](=[O:23])[C:9]=23)[CH:5]=[CH:6][CH:7]=1, predict the reactants needed to synthesize it.